This data is from Reaction yield outcomes from USPTO patents with 853,638 reactions. The task is: Predict the reaction yield, written as a fraction of the theoretical maximum amount of product (1.0 means a 100% yield; for example, 0.34 means a 34% yield). The reactants are N[C@H](C(O)=O)CS.C1(=O)NC(=O)C=C1.[OH:15][C:16]([CH2:18][CH2:19][CH2:20][CH2:21][C@H:22]1[C@@H:30]2[C@@H:25]([NH:26][C:27]([NH:29]2)=[O:28])[CH2:24][S:23]1)=[O:17]. No catalyst specified. The product is [OH:17][C:16]([CH2:18][CH2:19][CH2:20][CH2:21][C@H:22]1[C@@H:30]2[C@@H:25]([NH:26][C:27]([NH:29]2)=[O:28])[CH2:24][S:23]1)=[O:15]. The yield is 1.00.